This data is from Experimentally validated miRNA-target interactions with 360,000+ pairs, plus equal number of negative samples. The task is: Binary Classification. Given a miRNA mature sequence and a target amino acid sequence, predict their likelihood of interaction. (1) The miRNA is hsa-miR-874-5p with sequence CGGCCCCACGCACCAGGGUAAGA. The protein sequence of the target gene is MKIWTSEHVFDHPWETVTTAAMQKYPNPMNPSVVGVDVLDRHIDPSGKLHSHRLLSTEWGLPSIVKSLIGAARTKTYVQEHSVVDPVEKTMELKSTNISFTNMVSVDERLIYKPHPQDPEKTVLTQEAIITVKGVSLSSYLEGLMASTISSNASKGREAMEWVIHKLNAEIEELTASARGTIRTPMAAAAFAEK. Result: 0 (no interaction). (2) The miRNA is mmu-miR-7214-5p with sequence UGUUUUCUGGGUUGGAAUGAGAA. The protein sequence of the target gene is MAEMATATRLLGWRVASWRLRPPLAGFVSQRAHSLLPVDDAINGLSEEQRQLRQTMAKFLQEHLAPKAQEIDRSNEFKNLREFWKQLGNLGVLGITAPVQYGGSGLGYLEHVLVMEEISRASGAVGLSYGAHSNLCINQLVRNGNEAQKEKYLPKLISGEYIGALAMSEPNAGSDVVSMKLKAEKKGNHYILNGNKFWITNGPDADVLIVYAKTDLAAVPASRGITAFIVEKGMPGFSTSKKLDKLGMRGSNTCELIFEDCKIPAANILGHENKGVYVLMSGLDLERLVLAGGPLGLMQA.... Result: 0 (no interaction). (3) The miRNA is gga-miR-16-5p with sequence UAGCAGCACGUAAAUAUUGGUG. The protein sequence of the target gene is MSKRHRLDLGEDYPSGKKRAGTDGKDRDRDRDREDRSKDRDRERDRGDREREREKEKEKELRASTNAMLISAGLPPLKASHSAHSTHSAHSTHSTHSAHSTHAGHAGHTSLPQCINPFTNLPHTPRYYDILKKRLQLPVWEYKDRFTDILVRHQSFVLVGETGSGKTTQIPQWCVEYMRSLPGPKRGVACTQPRRVAAMSVAQRVADEMDVMLGQEVGYSIRFEDCSSAKTILKYMTDGMLLREAMNDPLLERYGVIILDEAHERTLATDILMGVLKEVVRQRSDLKVIVMSATLDAGKF.... Result: 0 (no interaction). (4) The miRNA is hsa-miR-651-3p with sequence AAAGGAAAGUGUAUCCUAAAAG. The protein sequence of the target gene is MVSMSFKRNRSDRFYSTRCCGCCHVRTGTIILGTWYMVVNLLMAILLTVEVTHPNSMPAVNIQYEVIGNYYSSERMADNACVLFAVSVLMFIISSMLVYGAISYQVGWLIPFFCYRLFDFVLSCLVAISSLTYLPRIKEYLDQLPDFPYKDDLLALDSSCLLFIVLVFFALFIIFKAYLINCVWNCYKYINNRNVPEIAVYPAFEAPPQYVLPTYEMAVKMPEKEPPPPYLPA. Result: 1 (interaction).